Dataset: Peptide-MHC class I binding affinity with 185,985 pairs from IEDB/IMGT. Task: Regression. Given a peptide amino acid sequence and an MHC pseudo amino acid sequence, predict their binding affinity value. This is MHC class I binding data. (1) The peptide sequence is RRYTRRISL. The MHC is HLA-B15:42 with pseudo-sequence HLA-B15:42. The binding affinity (normalized) is 0.213. (2) The peptide sequence is FPSQQPYLQL. The MHC is HLA-B35:01 with pseudo-sequence HLA-B35:01. The binding affinity (normalized) is 0.623.